From a dataset of Reaction yield outcomes from USPTO patents with 853,638 reactions. Predict the reaction yield, written as a fraction of the theoretical maximum amount of product (1.0 means a 100% yield; for example, 0.34 means a 34% yield). (1) The reactants are CC1(C)C(C)(C)OB([C:9]2[CH2:14][CH2:13][N:12]([C:15]([O:17][C:18]([CH3:21])([CH3:20])[CH3:19])=[O:16])[CH2:11][CH:10]=2)O1.C([O-])([O-])=O.[Na+].[Na+].Br[C:30]1[C:35]([O:36][CH3:37])=[CH:34][CH:33]=[CH:32][N:31]=1. The catalyst is O1CCOCC1.C1C=CC([P]([Pd]([P](C2C=CC=CC=2)(C2C=CC=CC=2)C2C=CC=CC=2)([P](C2C=CC=CC=2)(C2C=CC=CC=2)C2C=CC=CC=2)[P](C2C=CC=CC=2)(C2C=CC=CC=2)C2C=CC=CC=2)(C2C=CC=CC=2)C2C=CC=CC=2)=CC=1. The product is [CH3:37][O:36][C:35]1[C:30]([C:9]2[CH2:14][CH2:13][N:12]([C:15]([O:17][C:18]([CH3:19])([CH3:20])[CH3:21])=[O:16])[CH2:11][CH:10]=2)=[N:31][CH:32]=[CH:33][CH:34]=1. The yield is 0.920. (2) The reactants are [Br:1][C:2]1[CH:3]=[C:4]([CH:15]=[C:16]([Br:36])[C:17]=1[O:18][C:19]1[CH:24]=[CH:23][C:22]([O:25]C)=[C:21]([S:27]([N:30]2[CH2:35][CH2:34][CH2:33][CH2:32][CH2:31]2)(=[O:29])=[O:28])[CH:20]=1)[CH:5]=[N:6][O:7][CH:8]([CH3:14])[C:9]([O:11]CC)=[O:10].B(Br)(Br)Br. The catalyst is ClCCl. The product is [Br:36][C:16]1[CH:15]=[C:4]([CH:3]=[C:2]([Br:1])[C:17]=1[O:18][C:19]1[CH:24]=[CH:23][C:22]([OH:25])=[C:21]([S:27]([N:30]2[CH2:31][CH2:32][CH2:33][CH2:34][CH2:35]2)(=[O:29])=[O:28])[CH:20]=1)[CH:5]=[N:6][O:7][CH:8]([CH3:14])[C:9]([OH:11])=[O:10]. The yield is 0.680. (3) The reactants are N1C=CC=CC=1.Cl.[CH3:8][NH:9][O:10][CH3:11].[C:12]([C:20]1[CH:28]=[CH:27][C:23]([C:24](Cl)=[O:25])=[CH:22][CH:21]=1)(=[O:19])[C:13]1[CH:18]=[CH:17][CH:16]=[CH:15][CH:14]=1.O. The catalyst is ClCCl. The product is [CH3:8][N:9]([C:24](=[O:25])[C:23]1[CH:22]=[CH:21][C:20]([C:12](=[O:19])[C:13]2[CH:18]=[CH:17][CH:16]=[CH:15][CH:14]=2)=[CH:28][CH:27]=1)[O:10][CH3:11]. The yield is 0.659.